This data is from Peptide-MHC class I binding affinity with 185,985 pairs from IEDB/IMGT. The task is: Regression. Given a peptide amino acid sequence and an MHC pseudo amino acid sequence, predict their binding affinity value. This is MHC class I binding data. (1) The peptide sequence is SVANIDRIK. The MHC is HLA-A02:12 with pseudo-sequence HLA-A02:12. The binding affinity (normalized) is 0.0847. (2) The peptide sequence is LPQFATAAT. The MHC is H-2-Kb with pseudo-sequence H-2-Kb. The binding affinity (normalized) is 0. (3) The peptide sequence is LDEEFRQYTAF. The MHC is Mamu-B01 with pseudo-sequence Mamu-B01. The binding affinity (normalized) is 0. (4) The peptide sequence is DPPEPLVRI. The MHC is HLA-B57:01 with pseudo-sequence HLA-B57:01. The binding affinity (normalized) is 0.0847. (5) The MHC is HLA-B14:02 with pseudo-sequence HLA-B14:02. The binding affinity (normalized) is 0.213. The peptide sequence is ATVKGMQSY. (6) The peptide sequence is HEGDIVPLF. The MHC is HLA-B57:01 with pseudo-sequence HLA-B57:01. The binding affinity (normalized) is 0.0847. (7) The peptide sequence is MMAKSNSPF. The MHC is HLA-C04:01 with pseudo-sequence HLA-C04:01. The binding affinity (normalized) is 0.213. (8) The peptide sequence is REGLLNYSM. The MHC is HLA-B18:01 with pseudo-sequence HLA-B18:01. The binding affinity (normalized) is 0.538.